From a dataset of Full USPTO retrosynthesis dataset with 1.9M reactions from patents (1976-2016). Predict the reactants needed to synthesize the given product. (1) The reactants are: [Cl:1][C:2]1[CH:7]=[CH:6][C:5]([C@H:8]2[C@@H:12]([C:13]3[CH:18]=[CH:17][C:16]([Cl:19])=[CH:15][CH:14]=3)[N:11]([C:20](Cl)=[O:21])[C:10]([C:23]3[CH:28]=[CH:27][C:26]([C:29]([C:32]#[N:33])([CH3:31])[CH3:30])=[CH:25][C:24]=3[O:34][CH2:35][CH3:36])=[N:9]2)=[CH:4][CH:3]=1.[N:37]1([CH2:43][C:44]([NH2:46])=[O:45])[CH2:42][CH2:41][NH:40][CH2:39][CH2:38]1. Given the product [Cl:1][C:2]1[CH:7]=[CH:6][C:5]([C@H:8]2[C@@H:12]([C:13]3[CH:18]=[CH:17][C:16]([Cl:19])=[CH:15][CH:14]=3)[N:11]([C:20]([N:40]3[CH2:41][CH2:42][N:37]([CH2:43][C:44]([NH2:46])=[O:45])[CH2:38][CH2:39]3)=[O:21])[C:10]([C:23]3[CH:28]=[CH:27][C:26]([C:29]([C:32]#[N:33])([CH3:31])[CH3:30])=[CH:25][C:24]=3[O:34][CH2:35][CH3:36])=[N:9]2)=[CH:4][CH:3]=1, predict the reactants needed to synthesize it. (2) Given the product [CH3:1][C:2]1([CH3:14])[C:10]2[C:5](=[CH:6][C:7]([N+:11]([O-:13])=[O:12])=[CH:8][CH:9]=2)[N:4]([CH:19]2[CH2:20][CH2:21][N:16]([CH3:15])[CH2:17][CH2:18]2)[CH2:3]1, predict the reactants needed to synthesize it. The reactants are: [CH3:1][C:2]1([CH3:14])[C:10]2[C:5](=[CH:6][C:7]([N+:11]([O-:13])=[O:12])=[CH:8][CH:9]=2)[NH:4][CH2:3]1.[CH3:15][N:16]1[CH2:21][CH2:20][C:19](=O)[CH2:18][CH2:17]1.[BH-](OC(C)=O)(OC(C)=O)OC(C)=O.[Na+].C([O-])(O)=O.[Na+]. (3) Given the product [Br:1][C:2]1[CH:10]=[CH:9][C:5]([CH2:6][CH2:7][N:24]2[CH2:25][CH2:26][CH2:23][CH2:22]2)=[CH:4][CH:3]=1, predict the reactants needed to synthesize it. The reactants are: [Br:1][C:2]1[CH:10]=[CH:9][C:5]([CH2:6][CH2:7]O)=[CH:4][CH:3]=1.C1(C)C=CC(S(Cl)(=O)=O)=CC=1.[CH2:22]([N:24](CC)[CH2:25][CH3:26])[CH3:23].Cl.N1CCCC1. (4) The reactants are: [Cl:1][C:2]1[C:8](Cl)=[CH:7][C:5]([NH2:6])=[C:4]([N+:10]([O-:12])=[O:11])[CH:3]=1.[NH:13]1[CH2:18][CH2:17][NH:16][CH2:15][CH2:14]1.C(=O)([O-])[O-].[Na+].[Na+].O. Given the product [Cl:1][C:2]1[C:8]([N:13]2[CH2:18][CH2:17][NH:16][CH2:15][CH2:14]2)=[CH:7][C:5]([NH2:6])=[C:4]([N+:10]([O-:12])=[O:11])[CH:3]=1, predict the reactants needed to synthesize it. (5) Given the product [F:4][C:5]1[C:6]([NH:24][CH2:25][CH:26]2[CH2:30][CH2:29][CH2:28][NH:27]2)=[N:7][C:8]([NH:11][C:12]2[CH:13]=[N:14][C:15]([N:18]3[CH2:23][CH2:22][O:21][CH2:20][CH2:19]3)=[CH:16][CH:17]=2)=[N:9][CH:10]=1, predict the reactants needed to synthesize it. The reactants are: Cl.CO.[F:4][C:5]1[C:6]([NH:24][CH2:25][CH:26]2[CH2:30][CH2:29][CH2:28][N:27]2C(OC(C)(C)C)=O)=[N:7][C:8]([NH:11][C:12]2[CH:13]=[N:14][C:15]([N:18]3[CH2:23][CH2:22][O:21][CH2:20][CH2:19]3)=[CH:16][CH:17]=2)=[N:9][CH:10]=1.